Dataset: Full USPTO retrosynthesis dataset with 1.9M reactions from patents (1976-2016). Task: Predict the reactants needed to synthesize the given product. (1) Given the product [CH3:1][C:2]1[CH:11]=[C:10]2[C:5]([CH:6]=[CH:7][CH:8]=[N+:9]2[O-:17])=[CH:4][CH:3]=1, predict the reactants needed to synthesize it. The reactants are: [CH3:1][C:2]1[CH:11]=[C:10]2[C:5]([CH:6]=[CH:7][CH:8]=[N:9]2)=[CH:4][CH:3]=1.ClC1C=C(C=CC=1)C(OO)=[O:17].[OH-].[Ca+2].[OH-]. (2) Given the product [CH3:18][O:17][C:14]1[CH:13]=[CH:12][C:11]([CH2:10][O:9][C:4]2[CH:5]=[CH:6][CH:7]=[CH:8][C:3]=2[C:1]2[O:20][N:19]=[C:22]([C:23]([O:25][CH2:26][CH3:27])=[O:24])[CH:2]=2)=[CH:16][CH:15]=1, predict the reactants needed to synthesize it. The reactants are: [C:1]([C:3]1[CH:8]=[CH:7][CH:6]=[CH:5][C:4]=1[O:9][CH2:10][C:11]1[CH:16]=[CH:15][C:14]([O:17][CH3:18])=[CH:13][CH:12]=1)#[CH:2].[N+:19]([CH:22](C(OCC)=O)[C:23]([O:25][CH2:26][CH3:27])=[O:24])([O-])=[O:20]. (3) Given the product [NH2:8][C:4]1[N:5]=[CH:6][N:7]=[C:2]([C:15]#[N:16])[CH:3]=1, predict the reactants needed to synthesize it. The reactants are: Cl[C:2]1[N:7]=[CH:6][N:5]=[C:4]([NH2:8])[CH:3]=1.CCOC(C)=O.[CH3:15][N:16](C=O)C. (4) Given the product [CH2:14]([O:16][C:17]1[CH:22]=[CH:21][C:20]([C:2]2[CH:7]=[CH:6][C:5]([CH2:8][C:9]([O:11][CH2:12][CH3:13])=[O:10])=[CH:4][CH:3]=2)=[C:19]([F:26])[C:18]=1[F:27])[CH3:15], predict the reactants needed to synthesize it. The reactants are: Br[C:2]1[CH:7]=[CH:6][C:5]([CH2:8][C:9]([O:11][CH2:12][CH3:13])=[O:10])=[CH:4][CH:3]=1.[CH2:14]([O:16][C:17]1[CH:22]=[CH:21][C:20](B(O)O)=[C:19]([F:26])[C:18]=1[F:27])[CH3:15].C(=O)([O-])[O-].[K+].[K+].C1(C)C=CC=CC=1. (5) Given the product [CH2:1]([N:4]([S:27]([CH2:30][C:31]1[CH:32]=[CH:33][CH:34]=[CH:35][CH:36]=1)(=[O:29])=[O:28])[C:5]([CH:7]1[CH2:12][CH2:11][N:10]([C:13]2[C:14]([C:25]#[N:26])=[CH:15][C:16]([C:20]([O:22][CH2:23][CH3:24])=[O:21])=[C:17]([O:19][S:46]([C:45]([F:58])([F:57])[F:44])(=[O:48])=[O:47])[N:18]=2)[CH2:9][CH2:8]1)=[O:6])[CH:2]=[CH2:3], predict the reactants needed to synthesize it. The reactants are: [CH2:1]([N:4]([S:27]([CH2:30][C:31]1[CH:36]=[CH:35][CH:34]=[CH:33][CH:32]=1)(=[O:29])=[O:28])[C:5]([CH:7]1[CH2:12][CH2:11][N:10]([C:13]2[NH:18][C:17](=[O:19])[C:16]([C:20]([O:22][CH2:23][CH3:24])=[O:21])=[CH:15][C:14]=2[C:25]#[N:26])[CH2:9][CH2:8]1)=[O:6])[CH:2]=[CH2:3].C(N(CC)CC)C.[F:44][C:45]([F:58])([F:57])[S:46](O[S:46]([C:45]([F:58])([F:57])[F:44])(=[O:48])=[O:47])(=[O:48])=[O:47].C([O-])(O)=O.[Na+]. (6) Given the product [CH3:26][O:27][C:2]1[N:7]=[C:6]([NH:8][C:9]2[CH:14]=[CH:13][C:12]([O:15][CH3:16])=[C:11]([Cl:17])[CH:10]=2)[N:5]=[C:4]([NH:18][CH:19]2[CH2:25][CH2:24][CH2:23][CH2:22][CH2:21][CH2:20]2)[N:3]=1, predict the reactants needed to synthesize it. The reactants are: Cl[C:2]1[N:7]=[C:6]([NH:8][C:9]2[CH:14]=[CH:13][C:12]([O:15][CH3:16])=[C:11]([Cl:17])[CH:10]=2)[N:5]=[C:4]([NH:18][CH:19]2[CH2:25][CH2:24][CH2:23][CH2:22][CH2:21][CH2:20]2)[N:3]=1.[C:26]([O-])([O-])=[O:27].[K+].[K+].